Dataset: Forward reaction prediction with 1.9M reactions from USPTO patents (1976-2016). Task: Predict the product of the given reaction. Given the reactants [H-].[Na+].[CH3:3][O:4][N:5]([CH3:14])[C:6]([C:8]1[NH:9][CH:10]=[C:11]([F:13])[CH:12]=1)=[O:7].[S:15](Cl)([C:18]1[CH:24]=[CH:23][C:21]([CH3:22])=[CH:20][CH:19]=1)(=[O:17])=[O:16], predict the reaction product. The product is: [CH3:3][O:4][N:5]([CH3:14])[C:6]([C:8]1[N:9]([S:15]([C:18]2[CH:24]=[CH:23][C:21]([CH3:22])=[CH:20][CH:19]=2)(=[O:17])=[O:16])[CH:10]=[C:11]([F:13])[CH:12]=1)=[O:7].